Dataset: Full USPTO retrosynthesis dataset with 1.9M reactions from patents (1976-2016). Task: Predict the reactants needed to synthesize the given product. (1) Given the product [CH3:33][O:34][C:35](=[O:65])[CH2:36][CH2:37][C:38]([N+:40]([O-:42])=[O:41])([C:43]1[CH:52]=[CH:51][C:50]2[C:45](=[CH:46][CH:47]=[C:48]([O:54][C@H:55]3[CH2:60][CH2:59][C@@H:58]([C:61]([F:64])([F:63])[F:62])[CH2:57][CH2:56]3)[C:49]=2[C:18]([F:21])([F:20])[F:19])[CH:44]=1)[CH3:39], predict the reactants needed to synthesize it. The reactants are: C[C@@]1(C2C=CC3C(=CC=C(O[C@H]4CC[C@H]([C:18]([F:21])([F:20])[F:19])CC4)C=3[C:18]([F:21])([F:20])[F:19])C=2)COC(=O)N1.[CH3:33][O:34][C:35](=[O:65])[CH2:36][CH2:37][C:38]([C:43]1[CH:52]=[CH:51][C:50]2[C:45](=[CH:46][CH:47]=[C:48]([O:54][C@H:55]3[CH2:60][CH2:59][C@@H:58]([C:61]([F:64])([F:63])[F:62])[CH2:57][CH2:56]3)[C:49]=2I)[CH:44]=1)([N+:40]([O-:42])=[O:41])[CH3:39]. (2) Given the product [ClH:1].[N:2]12[CH2:9][CH2:8][CH:5]([CH2:6][CH2:7]1)[C@@H:4]([NH:10][C:11]([C:13]1[O:14][C:15]3[C:21]([C:22]4[CH:30]=[CH:29][CH:28]=[C:24]([C:25]([NH:37][CH2:36][CH2:35][CH2:34][O:33][CH2:31][CH3:32])=[O:27])[CH:23]=4)=[CH:20][CH:19]=[CH:18][C:16]=3[CH:17]=1)=[O:12])[CH2:3]2, predict the reactants needed to synthesize it. The reactants are: [ClH:1].[N:2]12[CH2:9][CH2:8][CH:5]([CH2:6][CH2:7]1)[C@@H:4]([NH:10][C:11]([C:13]1[O:14][C:15]3[C:21]([C:22]4[CH:23]=[C:24]([CH:28]=[CH:29][CH:30]=4)[C:25]([OH:27])=O)=[CH:20][CH:19]=[CH:18][C:16]=3[CH:17]=1)=[O:12])[CH2:3]2.[CH2:31]([O:33][CH2:34][CH2:35][CH2:36][NH2:37])[CH3:32]. (3) Given the product [CH2:1]([O:8][C:9](=[O:17])[CH2:10][C@@H:11]([O:16][Si:23]([C:26]([CH3:29])([CH3:28])[CH3:27])([CH3:25])[CH3:24])[CH2:12][C:13]([NH2:15])=[O:14])[C:2]1[CH:3]=[CH:4][CH:5]=[CH:6][CH:7]=1, predict the reactants needed to synthesize it. The reactants are: [CH2:1]([O:8][C:9](=[O:17])[CH2:10][C@@H:11]([OH:16])[CH2:12][C:13]([NH2:15])=[O:14])[C:2]1[CH:7]=[CH:6][CH:5]=[CH:4][CH:3]=1.N1C=CN=C1.[Si:23](Cl)([C:26]([CH3:29])([CH3:28])[CH3:27])([CH3:25])[CH3:24]. (4) Given the product [F:22][C:23]([F:33])([F:34])[C:24]1[CH:25]=[C:26]([CH:30]=[CH:31][CH:32]=1)[C:27]([NH:1][C:2]1[CH:3]=[CH:4][C:5]([C:8]2[CH:16]=[C:15]3[C:11]([C:12]([C:17]([O:19][CH2:20][CH3:21])=[O:18])=[N:13][NH:14]3)=[CH:10][CH:9]=2)=[CH:6][CH:7]=1)=[O:28], predict the reactants needed to synthesize it. The reactants are: [NH2:1][C:2]1[CH:7]=[CH:6][C:5]([C:8]2[CH:16]=[C:15]3[C:11]([C:12]([C:17]([O:19][CH2:20][CH3:21])=[O:18])=[N:13][NH:14]3)=[CH:10][CH:9]=2)=[CH:4][CH:3]=1.[F:22][C:23]([F:34])([F:33])[C:24]1[CH:25]=[C:26]([CH:30]=[CH:31][CH:32]=1)[C:27](O)=[O:28].C1C=CC2N(O)N=NC=2C=1.CCN=C=NCCCN(C)C.